From a dataset of hERG potassium channel inhibition data for cardiac toxicity prediction from Karim et al.. Regression/Classification. Given a drug SMILES string, predict its toxicity properties. Task type varies by dataset: regression for continuous values (e.g., LD50, hERG inhibition percentage) or binary classification for toxic/non-toxic outcomes (e.g., AMES mutagenicity, cardiotoxicity, hepatotoxicity). Dataset: herg_karim. (1) The compound is COc1ccc(N2CCC3(CCN(C[C@H](O)c4ccc5c(c4C)COC5=O)CC3)C2)cn1. The result is 1 (blocker). (2) The drug is CC(C)C(=O)N[C@H]1CCc2ccc(CCN3CCN(c4nsc5ccccc45)CC3)cc21. The result is 1 (blocker). (3) The result is 0 (non-blocker). The compound is Cn1cc(-c2cc(F)c3c(c2)[C@]2(COC(N)=N2)c2cc(-c4cccnc4F)ccc2O3)cn1. (4) The result is 0 (non-blocker). The compound is Cc1nc2cc3c(cc2o1)CCN(CCCSc1nnc(-c2cccnc2)n1C)CC3. (5) The molecule is CC(C)CNC(=O)c1ccc(C2=CC3(CCNCC3)Oc3ccccc32)cc1. The result is 1 (blocker). (6) The molecule is N#Cc1ccc(C(=O)N2CCN(c3ccc(OC4CCN(C5CCCC5)CC4)cc3)C(=O)C2)cc1. The result is 0 (non-blocker). (7) The result is 0 (non-blocker). The molecule is CN1CCN(CCCNc2nnc(-c3ccc(NC(=O)c4ccccc4F)cc3)o2)CC1. (8) The compound is Cn1c(=O)n(Cc2nccc3ccccc23)c(=O)c2c1c(C#N)c(N1CCC[C@H](N)C1)n2Cc1ccccc1. The result is 1 (blocker).